This data is from Reaction yield outcomes from USPTO patents with 853,638 reactions. The task is: Predict the reaction yield, written as a fraction of the theoretical maximum amount of product (1.0 means a 100% yield; for example, 0.34 means a 34% yield). (1) The reactants are [CH3:1][Si](C=[N+]=[N-])(C)C.[Br:8][CH2:9][CH2:10][C:11]1[CH:19]=[CH:18][C:14]([C:15]([OH:17])=[O:16])=[CH:13][CH:12]=1. The catalyst is CCCCCC.C(Cl)Cl.CO. The product is [Br:8][CH2:9][CH2:10][C:11]1[CH:19]=[CH:18][C:14]([C:15]([O:17][CH3:1])=[O:16])=[CH:13][CH:12]=1. The yield is 0.980. (2) The yield is 0.840. The reactants are C([NH:8][C:9]1[C:10]([CH3:25])=[CH:11][C:12]2[O:16][CH2:15][CH:14]([C:17]3[CH:22]=[CH:21][CH:20]=[CH:19][CH:18]=3)[C:13]=2[C:23]=1[CH3:24])C1C=CC=CC=1. The product is [CH3:24][C:23]1[C:13]2[CH:14]([C:17]3[CH:22]=[CH:21][CH:20]=[CH:19][CH:18]=3)[CH2:15][O:16][C:12]=2[CH:11]=[C:10]([CH3:25])[C:9]=1[NH2:8]. The catalyst is C(OCC)(=O)C.CCCCCC.